From a dataset of Peptide-MHC class I binding affinity with 185,985 pairs from IEDB/IMGT. Regression. Given a peptide amino acid sequence and an MHC pseudo amino acid sequence, predict their binding affinity value. This is MHC class I binding data. (1) The peptide sequence is EHVQGDIDL. The MHC is HLA-B44:02 with pseudo-sequence HLA-B44:02. The binding affinity (normalized) is 0.0847. (2) The peptide sequence is SISARALKAY. The MHC is HLA-A68:01 with pseudo-sequence HLA-A68:01. The binding affinity (normalized) is 0.308.